This data is from Reaction yield outcomes from USPTO patents with 853,638 reactions. The task is: Predict the reaction yield, written as a fraction of the theoretical maximum amount of product (1.0 means a 100% yield; for example, 0.34 means a 34% yield). The reactants are [CH3:1][O:2][C:3]1[CH:8]=[CH:7][C:6]([C:9]([F:12])([F:11])[F:10])=[CH:5][C:4]=1[N:13]=[C:14]=[O:15].[NH2:16][C:17]1[CH:34]=[CH:33][C:20]([O:21][C:22]2[CH:23]=[C:24]3[C:28](=[CH:29][CH:30]=2)[C:27](=[O:31])[NH:26][C:25]3=[O:32])=[CH:19][CH:18]=1.CO. The catalyst is C(Cl)Cl. The product is [CH3:1][O:2][C:3]1[CH:8]=[CH:7][C:6]([C:9]([F:12])([F:11])[F:10])=[CH:5][C:4]=1[NH:13][C:14]([NH:16][C:17]1[CH:18]=[CH:19][C:20]([O:21][C:22]2[CH:23]=[C:24]3[C:28](=[CH:29][CH:30]=2)[C:27](=[O:31])[NH:26][C:25]3=[O:32])=[CH:33][CH:34]=1)=[O:15]. The yield is 0.960.